Dataset: Forward reaction prediction with 1.9M reactions from USPTO patents (1976-2016). Task: Predict the product of the given reaction. (1) Given the reactants [CH3:1][O-:2].[Na+].[F:4][C:5]1[CH:6]=[C:7]([CH:10]=[CH:11][C:12]=1F)[CH:8]=[O:9], predict the reaction product. The product is: [F:4][C:5]1[CH:6]=[C:7]([CH:10]=[CH:11][C:12]=1[O:2][CH3:1])[CH:8]=[O:9]. (2) Given the reactants C([O:4][CH2:5][C@@H:6]1[C@@H:11]([O:12]C(=O)C)[C@H:10]([O:16]C(=O)C)[C@H:9]([O:20]C(=O)C)[C@@H:8]([CH2:24][C:25]2[CH:30]=[CH:29][C:28]([C:31]3[CH:36]=[CH:35][C:34]([CH2:37][C@@H:38]4[C@@H:43]([O:44]C(=O)C)[C@@H:42]([O:48]C(=O)C)[C@H:41]([O:52]C(=O)C)[C@@H:40]([CH2:56][O:57]C(=O)C)[O:39]4)=[CH:33][CH:32]=3)=[CH:27][CH:26]=2)[O:7]1)(=O)C.CO[Na].C(O)(=O)C, predict the reaction product. The product is: [OH:57][CH2:56][C@@H:40]1[C@@H:41]([OH:52])[C@H:42]([OH:48])[C@H:43]([OH:44])[C@@H:38]([CH2:37][C:34]2[CH:33]=[CH:32][C:31]([C:28]3[CH:27]=[CH:26][C:25]([CH2:24][C@@H:8]4[C@@H:9]([OH:20])[C@@H:10]([OH:16])[C@H:11]([OH:12])[C@@H:6]([CH2:5][OH:4])[O:7]4)=[CH:30][CH:29]=3)=[CH:36][CH:35]=2)[O:39]1.